The task is: Predict the product of the given reaction.. This data is from Forward reaction prediction with 1.9M reactions from USPTO patents (1976-2016). (1) Given the reactants [Cl:1][C:2]1[CH:3]=[C:4]([C:8]2[CH:9]=[C:10]3[C:14](=[CH:15][CH:16]=2)[NH:13][C:12](=[O:17])[CH2:11]3)[CH:5]=[CH:6][CH:7]=1.[O:18]1CCOCC1, predict the reaction product. The product is: [Cl:1][C:2]1[CH:3]=[C:4]([C:8]2[CH:9]=[C:10]3[C:14](=[CH:15][CH:16]=2)[NH:13][C:12](=[O:17])[C:11]3=[O:18])[CH:5]=[CH:6][CH:7]=1. (2) Given the reactants [CH3:1][O:2][CH2:3][C:4]1[CH:5]=[C:6](Br)[CH:7]=[C:8]([CH2:10][O:11][CH3:12])[CH:9]=1.[Mg].CN(C)[CH:17]=[O:18], predict the reaction product. The product is: [CH3:1][O:2][CH2:3][C:4]1[CH:5]=[C:6]([CH:7]=[C:8]([CH2:10][O:11][CH3:12])[CH:9]=1)[CH:17]=[O:18]. (3) Given the reactants N[C:2]1[S:3][C:4]2[C:5](=[C:7]([C:11]#[N:12])[CH:8]=[CH:9][CH:10]=2)[N:6]=1.[Cl:13]C1SC2C=CC(F)=C(F)C=2N=1, predict the reaction product. The product is: [Cl:13][C:2]1[S:3][C:4]2[C:5](=[C:7]([C:11]#[N:12])[CH:8]=[CH:9][CH:10]=2)[N:6]=1. (4) Given the reactants [NH2:1][N:2]1[N:11]=[C:10]([C:12]2[CH:17]=[CH:16][C:15]([Cl:18])=[CH:14][CH:13]=2)[C:9]2[C:4](=[CH:5][CH:6]=[CH:7][CH:8]=2)[C:3]1=[O:19].[OH:20][C:21]1[CH:26]=[CH:25][C:24]([CH2:27][C:28](O)=[O:29])=[CH:23][CH:22]=1, predict the reaction product. The product is: [Cl:18][C:15]1[CH:16]=[CH:17][C:12]([C:10]2[C:9]3[C:4](=[CH:5][CH:6]=[CH:7][CH:8]=3)[C:3](=[O:19])[N:2]([NH:1][C:28](=[O:29])[CH2:27][C:24]3[CH:25]=[CH:26][C:21]([OH:20])=[CH:22][CH:23]=3)[N:11]=2)=[CH:13][CH:14]=1. (5) Given the reactants [Cl:1][C:2]1[N:7]=[C:6]([C:8]([NH:10][NH2:11])=[O:9])[C:5]2[C:12]([O:34][CH3:35])=[N:13][N:14]([C:15]([C:28]3[CH:33]=[CH:32][CH:31]=[CH:30][CH:29]=3)([C:22]3[CH:27]=[CH:26][CH:25]=[CH:24][CH:23]=3)[C:16]3[CH:21]=[CH:20][CH:19]=[CH:18][CH:17]=3)[C:4]=2[CH:3]=1.C1N=CN([C:41](N2C=NC=C2)=[O:42])C=1, predict the reaction product. The product is: [Cl:1][C:2]1[N:7]=[C:6]([C:8]2[O:9][C:41](=[O:42])[NH:11][N:10]=2)[C:5]2[C:12]([O:34][CH3:35])=[N:13][N:14]([C:15]([C:16]3[CH:21]=[CH:20][CH:19]=[CH:18][CH:17]=3)([C:22]3[CH:23]=[CH:24][CH:25]=[CH:26][CH:27]=3)[C:28]3[CH:33]=[CH:32][CH:31]=[CH:30][CH:29]=3)[C:4]=2[CH:3]=1. (6) Given the reactants [C:1]([O:4][C:5]([CH3:11])([CH:8]1[CH2:10][CH2:9]1)[C:6]#[N:7])(=[O:3])[CH3:2].[OH-].[Na+], predict the reaction product. The product is: [C:1]([O:4][C@@:5]([CH3:11])([CH:8]1[CH2:10][CH2:9]1)[C:6]#[N:7])(=[O:3])[CH3:2]. (7) Given the reactants BrC1C=CC(O)=C(C2C=[CH:16][C:15]3[C:10](=[CH:11][CH:12]=[C:13]([C:18]4[N:22]([CH:23]5[CH2:28][CH2:27][CH2:26][CH2:25][CH2:24]5)[C:21]5[CH:29]=[CH:30][C:31]([C:33]([OH:35])=[O:34])=[CH:32][C:20]=5[N:19]=4)[CH:14]=3)[N:9]=2)C=1.C(OC(C1C=CC2N(C3CCCCC3)C(C3C=CC(N)=C(C=O)C=3)=NC=2C=1)=O)C.[OH:66][C:67]1[CH:72]=[C:71]([O:73][CH3:74])[CH:70]=[C:69]([O:75][CH3:76])[C:68]=1[C:77](=O)[CH3:78].[OH-].[K+], predict the reaction product. The product is: [CH:23]1([N:22]2[C:21]3[CH:29]=[CH:30][C:31]([C:33]([OH:35])=[O:34])=[CH:32][C:20]=3[N:19]=[C:18]2[C:13]2[CH:14]=[C:15]3[C:10](=[CH:11][CH:12]=2)[N:9]=[C:77]([C:68]2[C:69]([O:75][CH3:76])=[CH:70][C:71]([O:73][CH3:74])=[CH:72][C:67]=2[OH:66])[CH:78]=[CH:16]3)[CH2:24][CH2:25][CH2:26][CH2:27][CH2:28]1.